From a dataset of Reaction yield outcomes from USPTO patents with 853,638 reactions. Predict the reaction yield, written as a fraction of the theoretical maximum amount of product (1.0 means a 100% yield; for example, 0.34 means a 34% yield). (1) The reactants are [Cl:1][C:2]1[CH:9]=[C:8]([Cl:10])[CH:7]=[CH:6][C:3]=1[CH:4]=O.[C:11]([NH:14][NH2:15])([NH2:13])=[NH:12].Cl. No catalyst specified. The product is [ClH:1].[Cl:1][C:2]1[CH:9]=[C:8]([Cl:10])[CH:7]=[CH:6][C:3]=1[CH:4]=[N:15][NH:14][C:11]([NH2:13])=[NH:12]. The yield is 0.860. (2) The reactants are [Cl:1][C:2]1[CH:3]=[CH:4][C:5]([CH3:15])=[C:6]([C:8]2[NH:9][CH:10]=[CH:11][C:12]=2[C:13]#[N:14])[CH:7]=1.C1C(=O)N([Br:23])C(=O)C1. The catalyst is C(#N)C. The product is [Br:23][C:10]1[NH:9][C:8]([C:6]2[CH:7]=[C:2]([Cl:1])[CH:3]=[CH:4][C:5]=2[CH3:15])=[C:12]([C:13]#[N:14])[CH:11]=1. The yield is 0.690. (3) The reactants are [C-]#N.[Na+].Cl[C:5]1[N:10]=[C:9]([C:11]2[CH:16]=[C:15]([C:17]([CH3:20])([CH3:19])[CH3:18])[CH:14]=[C:13]([C:21]([CH3:24])([CH3:23])[CH3:22])[CH:12]=2)[C:8]([CH:25]=[C:26]2[CH2:31][CH2:30][CH2:29][CH2:28][CH2:27]2)=[CH:7][N:6]=1.C1N2CC[N:34](CC2)[CH2:33]1. The catalyst is CS(C)=O.O. The product is [C:26]1(=[CH:25][C:8]2[C:9]([C:11]3[CH:16]=[C:15]([C:17]([CH3:20])([CH3:19])[CH3:18])[CH:14]=[C:13]([C:21]([CH3:24])([CH3:23])[CH3:22])[CH:12]=3)=[N:10][C:5]([C:33]#[N:34])=[N:6][CH:7]=2)[CH2:31][CH2:30][CH2:29][CH2:28][CH2:27]1. The yield is 0.450. (4) The reactants are Br[CH2:2][C:3]([C:5]1[CH:10]=[CH:9][C:8]([F:11])=[CH:7][CH:6]=1)=[O:4].[C-:12]#[N:13].[K+].Cl. The catalyst is C(O)C.O. The product is [F:11][C:8]1[CH:9]=[CH:10][C:5]([C:3](=[O:4])[CH2:2][C:12]#[N:13])=[CH:6][CH:7]=1. The yield is 0.0600. (5) The reactants are [Br:1][C:2]1[CH:3]=[C:4]([CH:8]=[C:9]([I:11])[CH:10]=1)[C:5](O)=[O:6].[CH2:12]([N:14](CC)CC)C.ON1C2C=CC=CC=2N=N1.Cl.CN.Cl.CN(C)CCCN=C=NCC. The catalyst is CN(C)C=O.O. The product is [Br:1][C:2]1[CH:3]=[C:4]([CH:8]=[C:9]([I:11])[CH:10]=1)[C:5]([NH:14][CH3:12])=[O:6]. The yield is 0.960.